Dataset: Reaction yield outcomes from USPTO patents with 853,638 reactions. Task: Predict the reaction yield, written as a fraction of the theoretical maximum amount of product (1.0 means a 100% yield; for example, 0.34 means a 34% yield). (1) The reactants are [CH3:1][S:2]([C:14]1[CH:19]=[CH:18][C:17]([O:20][CH3:21])=[CH:16][CH:15]=1)(=[N:4]S(CC[Si](C)(C)C)(=O)=O)=[O:3].CCCC[N+](CCCC)(CCCC)CCCC.[F-]. The product is [CH3:21][O:20][C:17]1[CH:16]=[CH:15][C:14]([S:2]([CH3:1])(=[NH:4])=[O:3])=[CH:19][CH:18]=1. No catalyst specified. The yield is 0.960. (2) The reactants are Br[CH2:2][C:3]12[O:9][CH:8]1[CH:7]=[C:6]([C:10]1[CH:15]=[CH:14][N:13]=[CH:12][C:11]=1[N+:16]([O-:18])=[O:17])[CH2:5][CH:4]2[CH3:19].[Cl-].[NH4+].[N-:22]=[N+:23]=[N-:24].[Na+].C(=O)(O)[O-].[Na+]. The catalyst is C(#N)C.O.C(O)C. The product is [N:22]([CH:8]1[CH:7]=[C:6]([C:10]2[CH:15]=[CH:14][N:13]=[CH:12][C:11]=2[N+:16]([O-:18])=[O:17])[CH2:5][CH:4]([CH3:19])[C:3]21[O:9][CH2:2]2)=[N+:23]=[N-:24]. The yield is 0.570. (3) The reactants are [CH2:1]1[CH2:7][O:6][CH2:5][CH2:4][NH:3][CH2:2]1.Cl.Cl[C:10]1[N:14]([CH3:15])[N:13]=[C:12]([CH3:16])[C:11]=1[CH:17]=[O:18].CN(P(N(C)C)(N(C)C)=O)C.C(=O)([O-])[O-].[K+].[K+]. The catalyst is O. The product is [CH3:15][N:14]1[C:10]([N:3]2[CH2:2][CH2:1][CH2:7][O:6][CH2:5][CH2:4]2)=[C:11]([CH:17]=[O:18])[C:12]([CH3:16])=[N:13]1. The yield is 0.610. (4) The reactants are [N:1]1[CH:6]=[CH:5][CH:4]=[CH:3][C:2]=1[CH2:7][N:8]1[CH:12]=[C:11]([C:13]([O:15]CC)=[O:14])[C:10]([C:18]([F:21])([F:20])[F:19])=[N:9]1.[OH-].[Na+].C(O)C. The catalyst is C1COCC1. The product is [N:1]1[CH:6]=[CH:5][CH:4]=[CH:3][C:2]=1[CH2:7][N:8]1[CH:12]=[C:11]([C:13]([OH:15])=[O:14])[C:10]([C:18]([F:21])([F:19])[F:20])=[N:9]1. The yield is 0.820. (5) The yield is 0.390. The catalyst is CN(C=O)C. The reactants are CN.C[CH2:4][N:5](C(C)C)C(C)C.CN(C(ON1N=NC2C=CC=NC1=2)=[N+](C)C)C.F[P-](F)(F)(F)(F)F.[CH2:36]([O:43][C:44]1[CH:45]=[C:46]2[C:52]([C:53]([OH:55])=O)=[C:51]([C:56]3[CH:61]=[CH:60][C:59]([F:62])=[CH:58][CH:57]=3)[O:50][C:47]2=[CH:48][N:49]=1)[C:37]1[CH:42]=[CH:41][CH:40]=[CH:39][CH:38]=1. The product is [CH2:36]([O:43][C:44]1[CH:45]=[C:46]2[C:52]([C:53]([NH:5][CH3:4])=[O:55])=[C:51]([C:56]3[CH:57]=[CH:58][C:59]([F:62])=[CH:60][CH:61]=3)[O:50][C:47]2=[CH:48][N:49]=1)[C:37]1[CH:42]=[CH:41][CH:40]=[CH:39][CH:38]=1.